Predict the product of the given reaction. From a dataset of Forward reaction prediction with 1.9M reactions from USPTO patents (1976-2016). (1) Given the reactants [S:1](=[O:36])(=[O:35])([O:3][C:4]1[CH:9]=[CH:8][C:7]([C:10]2[N:11]=[CH:12][N:13]([C:15](=[O:34])[N:16]([CH:18]3[CH2:23][CH2:22][N:21]([CH2:24][C:25]4[CH:30]=[CH:29][C:28]([F:31])=[C:27]([O:32][CH3:33])[CH:26]=4)[CH2:20][CH2:19]3)[CH3:17])[CH:14]=2)=[CH:6][CH:5]=1)[NH2:2].O.O.[C:39]([OH:44])(=[O:43])[C:40]([OH:42])=[O:41], predict the reaction product. The product is: [C:39]([OH:44])(=[O:43])[C:40]([OH:42])=[O:41].[S:1](=[O:36])(=[O:35])([O:3][C:4]1[CH:9]=[CH:8][C:7]([C:10]2[N:11]=[CH:12][N:13]([C:15](=[O:34])[N:16]([CH:18]3[CH2:23][CH2:22][N:21]([CH2:24][C:25]4[CH:30]=[CH:29][C:28]([F:31])=[C:27]([O:32][CH3:33])[CH:26]=4)[CH2:20][CH2:19]3)[CH3:17])[CH:14]=2)=[CH:6][CH:5]=1)[NH2:2]. (2) Given the reactants Cl.[Cl:2][C:3]1[CH:22]=[CH:21][C:6]([O:7][C@H:8]([C:15]2[CH:20]=[CH:19][CH:18]=[CH:17][CH:16]=2)[C@H:9]2[O:14][CH2:13][CH2:12][NH:11][CH2:10]2)=[C:5]([O:23][CH3:24])[CH:4]=1.C([C@@H]1OCCN(C(OC(C)(C)C)=O)C1)(=O)C1C=CC=CC=1, predict the reaction product. The product is: [ClH:2].[Cl:2][C:3]1[CH:22]=[CH:21][C:6]([O:7][C@@H:8]([C:15]2[CH:20]=[CH:19][CH:18]=[CH:17][CH:16]=2)[C@@H:9]2[O:14][CH2:13][CH2:12][NH:11][CH2:10]2)=[C:5]([O:23][CH3:24])[CH:4]=1. (3) Given the reactants [NH2:1][C:2]1[CH:3]=[C:4]([CH:10]=[C:11]([Cl:13])[N:12]=1)[C:5]([O:7][CH2:8][CH3:9])=[O:6].Br[CH:15]([CH2:22][CH:23]1[CH2:28][CH2:27][C:26]([F:30])([F:29])[CH2:25][CH2:24]1)[C:16](=O)[C:17]([F:20])([F:19])[F:18].C(=O)([O-])O.[Na+], predict the reaction product. The product is: [Cl:13][C:11]1[N:12]2[C:15]([CH2:22][CH:23]3[CH2:24][CH2:25][C:26]([F:29])([F:30])[CH2:27][CH2:28]3)=[C:16]([C:17]([F:18])([F:20])[F:19])[N:1]=[C:2]2[CH:3]=[C:4]([C:5]([O:7][CH2:8][CH3:9])=[O:6])[CH:10]=1.